From a dataset of Forward reaction prediction with 1.9M reactions from USPTO patents (1976-2016). Predict the product of the given reaction. (1) Given the reactants Cl[C:2]1[N:6]([CH3:7])[N:5]=[CH:4][C:3]=1[N+:8]([O-:10])=[O:9].[F-].[K+].[CH3:13][C@H:14]1[NH:19][CH2:18][CH2:17][N:16]([C:20]([O:22][C:23]([CH3:26])([CH3:25])[CH3:24])=[O:21])[CH2:15]1, predict the reaction product. The product is: [CH3:13][C@@H:14]1[N:19]([C:2]2[N:6]([CH3:7])[N:5]=[CH:4][C:3]=2[N+:8]([O-:10])=[O:9])[CH2:18][CH2:17][N:16]([C:20]([O:22][C:23]([CH3:24])([CH3:26])[CH3:25])=[O:21])[CH2:15]1. (2) Given the reactants [In].[Cl-].[NH4+].[N+:4]([C:7]1[CH:38]=[CH:37][C:10]([CH2:11][N:12]2[CH:17]=[C:16]([C:18]3[O:22][N:21]=[C:20]([C:23]4[CH:28]=[CH:27][C:26]([C:29]([CH3:35])([CH3:34])[C:30]([F:33])([F:32])[F:31])=[CH:25][CH:24]=4)[N:19]=3)[CH:15]=[CH:14][C:13]2=[O:36])=[CH:9][CH:8]=1)([O-])=O.C(OCC)(=O)C, predict the reaction product. The product is: [NH2:4][C:7]1[CH:38]=[CH:37][C:10]([CH2:11][N:12]2[CH:17]=[C:16]([C:18]3[O:22][N:21]=[C:20]([C:23]4[CH:28]=[CH:27][C:26]([C:29]([CH3:35])([CH3:34])[C:30]([F:33])([F:32])[F:31])=[CH:25][CH:24]=4)[N:19]=3)[CH:15]=[CH:14][C:13]2=[O:36])=[CH:9][CH:8]=1. (3) Given the reactants Br[C:2]1[CH:20]=[CH:19][C:5]2[N:6]=[C:7]([C@H:9]3[CH2:12][C@H:11]([N:13]4[CH2:17][CH2:16][CH2:15][C@H:14]4[CH3:18])[CH2:10]3)[S:8][C:4]=2[CH:3]=1.[CH3:21][O:22][C:23]1[N:28]=[CH:27][C:26](B(O)O)=[CH:25][CH:24]=1.N1C=C(B(O)O)C=NC=1, predict the reaction product. The product is: [CH3:21][O:22][C:23]1[N:28]=[CH:27][C:26]([C:2]2[CH:20]=[CH:19][C:5]3[N:6]=[C:7]([C@H:9]4[CH2:12][C@H:11]([N:13]5[CH2:17][CH2:16][CH2:15][C@@H:14]5[CH3:18])[CH2:10]4)[S:8][C:4]=3[CH:3]=2)=[CH:25][CH:24]=1. (4) Given the reactants Cl.[NH:2]1[CH2:7][CH2:6][CH:5]([C:8]2[CH:13]=[CH:12][C:11]([NH:14][C:15]3[N:16]=[C:17]([N:24]4[CH2:29][CH2:28][CH2:27][C@@H:26]([NH:30][C:31]([N:33]5[CH2:38][CH2:37][CH2:36][CH2:35][CH2:34]5)=[O:32])[CH2:25]4)[N:18]=[N:19][C:20]=3[C:21]([NH2:23])=[O:22])=[CH:10][CH:9]=2)[CH2:4][CH2:3]1.CCN(C(C)C)C(C)C.[C:48](Cl)(=[O:51])[CH:49]=[CH2:50], predict the reaction product. The product is: [N:33]1([C:31]([NH:30][C@@H:26]2[CH2:27][CH2:28][CH2:29][N:24]([C:17]3[N:18]=[N:19][C:20]([C:21]([NH2:23])=[O:22])=[C:15]([NH:14][C:11]4[CH:12]=[CH:13][C:8]([CH:5]5[CH2:6][CH2:7][N:2]([C:48](=[O:51])[CH2:49][CH3:50])[CH2:3][CH2:4]5)=[CH:9][CH:10]=4)[N:16]=3)[CH2:25]2)=[O:32])[CH2:38][CH2:37][CH2:36][CH2:35][CH2:34]1. (5) Given the reactants [CH2:1]([O:8][C:9]([NH:11][C:12]1[C:13]([C:29](O)=[O:30])=[N:14][C:15]2[C:20]([CH:21]=1)=[CH:19][CH:18]=[C:17]([N:22]1[CH2:27][CH2:26][N:25]([CH3:28])[CH2:24][CH2:23]1)[CH:16]=2)=[O:10])[C:2]1[CH:7]=[CH:6][CH:5]=[CH:4][CH:3]=1.[NH2:32][C:33]1[CH:34]=[N:35][CH:36]=[CH:37][C:38]=1[N:39]1[CH2:44][C@H:43]([CH3:45])[CH2:42][C@H:41]([NH:46][C:47](=[O:53])[O:48][C:49]([CH3:52])([CH3:51])[CH3:50])[CH2:40]1.CN(C(ON1N=NC2C=CC=NC1=2)=[N+](C)C)C.F[P-](F)(F)(F)(F)F.CCN(C(C)C)C(C)C, predict the reaction product. The product is: [CH2:1]([O:8][C:9](=[O:10])[NH:11][C:12]1[C:13]([C:29]([NH:32][C:33]2[CH:34]=[N:35][CH:36]=[CH:37][C:38]=2[N:39]2[CH2:44][C@H:43]([CH3:45])[CH2:42][C@H:41]([NH:46][C:47]([O:48][C:49]([CH3:50])([CH3:52])[CH3:51])=[O:53])[CH2:40]2)=[O:30])=[N:14][C:15]2[C:20]([CH:21]=1)=[CH:19][CH:18]=[C:17]([N:22]1[CH2:23][CH2:24][N:25]([CH3:28])[CH2:26][CH2:27]1)[CH:16]=2)[C:2]1[CH:7]=[CH:6][CH:5]=[CH:4][CH:3]=1.